This data is from CYP1A2 inhibition data for predicting drug metabolism from PubChem BioAssay. The task is: Regression/Classification. Given a drug SMILES string, predict its absorption, distribution, metabolism, or excretion properties. Task type varies by dataset: regression for continuous measurements (e.g., permeability, clearance, half-life) or binary classification for categorical outcomes (e.g., BBB penetration, CYP inhibition). Dataset: cyp1a2_veith. (1) The compound is CC(C)CO[C@H](c1ccc2c(c1)OCO2)[C@H](C)Br. The result is 1 (inhibitor). (2) The molecule is CCOC(=O)[C@]1(CC(=O)O)CCCC1=O. The result is 0 (non-inhibitor). (3) The result is 1 (inhibitor). The compound is Cc1cc2nc(SCCOC(=O)Nc3ccc(Cl)cc3)nc(C)c2cc1C. (4) The result is 1 (inhibitor). The drug is COc1ccc(CNc2ncnc3ccc(-c4ccc(N(C)C)cc4)cc23)c(OC)c1. (5) The molecule is CCN1C(=O)[C@H]2CC[C@@H]3/C(=N\OC/C=C(\C)CCC=C(C)C)C[C@@H](O)[C@@H](O)[C@@H]3[C@@H]2C1=O. The result is 0 (non-inhibitor). (6) The result is 0 (non-inhibitor). The drug is Cc1nc2cccc([N+](=O)[O-])c2n1CCCN(C)C.